Dataset: Peptide-MHC class I binding affinity with 185,985 pairs from IEDB/IMGT. Task: Regression. Given a peptide amino acid sequence and an MHC pseudo amino acid sequence, predict their binding affinity value. This is MHC class I binding data. (1) The peptide sequence is FHLRSRFAF. The MHC is HLA-B35:01 with pseudo-sequence HLA-B35:01. The binding affinity (normalized) is 0.0847. (2) The peptide sequence is VSDTTVLLH. The MHC is HLA-A30:01 with pseudo-sequence HLA-A30:01. The binding affinity (normalized) is 0.0847.